Dataset: Catalyst prediction with 721,799 reactions and 888 catalyst types from USPTO. Task: Predict which catalyst facilitates the given reaction. (1) Reactant: [Br:1][C:2]1[CH:7]=[CH:6][C:5]([C@H:8]([NH:13][C@H:14]([C:20](O)=[O:21])[CH2:15][C:16](F)([CH3:18])[CH3:17])[C:9]([F:12])([F:11])[F:10])=[CH:4][CH:3]=1.Cl.[NH2:24][C@H:25]1[C@@H:29]([CH3:30])[O:28][CH2:27][C:26]1=[O:31].[F:32][P-](F)(F)(F)(F)F.N1(O[P+](N2CCCC2)(N2CCCC2)N2CCCC2)C2C=CC=CC=2N=N1.C(=O)(O)[O-].[Na+]. Product: [Br:1][C:2]1[CH:7]=[CH:6][C:5]([C@H:8]([N:13]([F:32])[C@H:14]([C:20]([NH:24][C@@H:25]2[C:26](=[O:31])[CH2:27][O:28][C@@H:29]2[CH3:30])=[O:21])[CH2:15][CH:16]([CH3:18])[CH3:17])[C:9]([F:11])([F:12])[F:10])=[CH:4][CH:3]=1. The catalyst class is: 289. (2) Reactant: [OH-].[Li+].[CH3:3][O:4][C:5]1[CH:10]=[CH:9][C:8]([C:11]2[CH:16]=[CH:15][C:14]([C:17]([NH:19][C:20]3([C:27]([O:29]C)=[O:28])[CH2:26][CH2:25][CH2:24][CH2:23][CH2:22][CH2:21]3)=[O:18])=[C:13]([NH:31][C:32]([NH:34][C:35]3[C:40]([CH3:41])=[CH:39][C:38]([CH3:42])=[CH:37][C:36]=3[CH3:43])=[O:33])[CH:12]=2)=[CH:7][CH:6]=1.CO.O. Product: [CH3:3][O:4][C:5]1[CH:10]=[CH:9][C:8]([C:11]2[CH:16]=[CH:15][C:14]([C:17]([NH:19][C:20]3([C:27]([OH:29])=[O:28])[CH2:21][CH2:22][CH2:23][CH2:24][CH2:25][CH2:26]3)=[O:18])=[C:13]([NH:31][C:32]([NH:34][C:35]3[C:40]([CH3:41])=[CH:39][C:38]([CH3:42])=[CH:37][C:36]=3[CH3:43])=[O:33])[CH:12]=2)=[CH:7][CH:6]=1. The catalyst class is: 1. (3) Reactant: [N:1]1([CH:6]([C:8]2[CH:38]=[CH:37][C:11]([CH2:12][N:13]3[CH:21]=[C:20]4[C:15]([N:16]=[C:17]([C:34]([OH:36])=[O:35])[N:18]=[C:19]4[NH:22][CH2:23][C:24]4[C:29]([Cl:30])=[CH:28][CH:27]=[C:26]([O:31][CH3:32])[C:25]=4[F:33])=[N:14]3)=[CH:10][CH:9]=2)[CH3:7])[CH:5]=[CH:4][CH:3]=[N:2]1.[C:39](Cl)(=O)[CH3:40]. Product: [N:1]1([CH:6]([C:8]2[CH:38]=[CH:37][C:11]([CH2:12][N:13]3[CH:21]=[C:20]4[C:15]([N:16]=[C:17]([C:34]([O:36][CH2:39][CH3:40])=[O:35])[N:18]=[C:19]4[NH:22][CH2:23][C:24]4[C:29]([Cl:30])=[CH:28][CH:27]=[C:26]([O:31][CH3:32])[C:25]=4[F:33])=[N:14]3)=[CH:10][CH:9]=2)[CH3:7])[CH:5]=[CH:4][CH:3]=[N:2]1. The catalyst class is: 8. (4) Reactant: C([O:8][C:9]1[CH:14]=[CH:13][C:12]([C:15]2[O:19][C:18]([S:20][CH3:21])=[N:17][C:16]=2[C:22]2[CH:23]=[CH:24][C:25]([O:28][CH3:29])=[N:26][CH:27]=2)=[CH:11][CH:10]=1)C1C=CC=CC=1.C1(SC)C=CC=CC=1. Product: [CH3:29][O:28][C:25]1[N:26]=[CH:27][C:22]([C:16]2[N:17]=[C:18]([S:20][CH3:21])[O:19][C:15]=2[C:12]2[CH:13]=[CH:14][C:9]([OH:8])=[CH:10][CH:11]=2)=[CH:23][CH:24]=1. The catalyst class is: 55. (5) Reactant: [C:1]([CH:9]1[CH2:14][CH2:13][NH:12][CH2:11][CH2:10]1)(=[O:8])[C:2]1[CH:7]=[CH:6][CH:5]=[CH:4][CH:3]=1.C(=O)C.[OH-].[Na+].[Na+].[Cl-]. Product: [C:2]1([CH:1]([CH:9]2[CH2:14][CH2:13][NH:12][CH2:11][CH2:10]2)[OH:8])[CH:3]=[CH:4][CH:5]=[CH:6][CH:7]=1. The catalyst class is: 4. (6) Reactant: [CH3:1][N:2]1[C:7](=[O:8])[C:6]([NH:9][C:10]2[CH:19]=[C:13]3[CH2:14][N:15]([CH3:18])[CH2:16][CH2:17][N:12]3[N:11]=2)=[CH:5][C:4]([C:20]2[CH:25]=[CH:24][N:23]=[C:22]([N:26]3[C:38](=[O:39])[C:37]4[S:36][C:35]5[CH2:34][CH2:33][CH2:32][CH2:31][C:30]=5[C:29]=4[CH:28]=[N:27]3)[C:21]=2[CH:40]=[O:41])=[CH:3]1.[BH4-].[Na+]. Product: [OH:41][CH2:40][C:21]1[C:22]([N:26]2[C:38](=[O:39])[C:37]3[S:36][C:35]4[CH2:34][CH2:33][CH2:32][CH2:31][C:30]=4[C:29]=3[CH:28]=[N:27]2)=[N:23][CH:24]=[CH:25][C:20]=1[C:4]1[CH:5]=[C:6]([NH:9][C:10]2[CH:19]=[C:13]3[CH2:14][N:15]([CH3:18])[CH2:16][CH2:17][N:12]3[N:11]=2)[C:7](=[O:8])[N:2]([CH3:1])[CH:3]=1. The catalyst class is: 5. (7) The catalyst class is: 153. Product: [O:1]1[CH2:6][CH2:5][CH2:4][CH:3]([CH2:7][CH2:8][C:9]([O:11][CH2:12][CH3:13])=[O:10])[CH2:2]1. Reactant: [O:1]1[CH2:6][CH2:5][CH:4]=[C:3](/[CH:7]=[CH:8]/[C:9]([O:11][CH2:12][CH3:13])=[O:10])[CH2:2]1.[H][H]. (8) Reactant: C(OC(=O)[NH:7][C:8]1[CH:13]=[CH:12][C:11]([F:14])=[CH:10][C:9]=1[NH:15][C:16](=[O:32])[CH2:17][C:18](=O)[C:19]1[CH:24]=[CH:23][CH:22]=[C:21]([C:25]2[CH:26]=[N:27][CH:28]=[CH:29][CH:30]=2)[CH:20]=1)(C)(C)C.C(O)(C(F)(F)F)=O. Product: [F:14][C:11]1[CH:12]=[CH:13][C:8]2[N:7]=[C:18]([C:19]3[CH:24]=[CH:23][CH:22]=[C:21]([C:25]4[CH:26]=[N:27][CH:28]=[CH:29][CH:30]=4)[CH:20]=3)[CH2:17][C:16](=[O:32])[NH:15][C:9]=2[CH:10]=1. The catalyst class is: 2. (9) Reactant: [Cl:1][C:2]1[CH:7]=[C:6]([Cl:8])[CH:5]=[C:4]([Cl:9])[C:3]=1[N:10]1[C:14]2=[N:15][C:16]([CH2:20][C:21]3[CH:26]=[CH:25][C:24]([C:27](O)=[O:28])=[CH:23][CH:22]=3)=[N:17][C:18](=[O:19])[C:13]2=[C:12]([CH:30]([CH3:32])[CH3:31])[NH:11]1.[NH2:33][N:34]1[CH2:39][CH2:38][N:37]([CH3:40])[CH2:36][CH2:35]1.CCN(C(C)C)C(C)C.CN(C(ON1N=NC2C=CC=CC1=2)=[N+](C)C)C.[B-](F)(F)(F)F. Product: [Cl:9][C:4]1[CH:5]=[C:6]([Cl:8])[CH:7]=[C:2]([Cl:1])[C:3]=1[N:10]1[C:14]2=[N:15][C:16]([CH2:20][C:21]3[CH:26]=[CH:25][C:24]([C:27]([NH:33][N:34]4[CH2:39][CH2:38][N:37]([CH3:40])[CH2:36][CH2:35]4)=[O:28])=[CH:23][CH:22]=3)=[N:17][C:18](=[O:19])[C:13]2=[C:12]([CH:30]([CH3:32])[CH3:31])[NH:11]1. The catalyst class is: 18. (10) The catalyst class is: 32. Reactant: [F:1][C:2]([F:12])([F:11])[C:3]1[N:8]=[CH:7][C:6]([CH2:9][NH2:10])=[CH:5][CH:4]=1.[O:13]1[CH2:15][CH:14]1[CH:16]([NH:24][C:25](=[O:31])[O:26][C:27]([CH3:30])([CH3:29])[CH3:28])[CH2:17][C:18]1[CH:23]=[CH:22][CH:21]=[CH:20][CH:19]=1. Product: [OH:13][C@H:14]([CH2:15][NH:10][CH2:9][C:6]1[CH:7]=[N:8][C:3]([C:2]([F:11])([F:1])[F:12])=[CH:4][CH:5]=1)[C@@H:16]([NH:24][C:25](=[O:31])[O:26][C:27]([CH3:29])([CH3:28])[CH3:30])[CH2:17][C:18]1[CH:23]=[CH:22][CH:21]=[CH:20][CH:19]=1.